From a dataset of Full USPTO retrosynthesis dataset with 1.9M reactions from patents (1976-2016). Predict the reactants needed to synthesize the given product. (1) Given the product [OH:26][CH:19]([C:20]1[CH:25]=[CH:24][CH:23]=[CH:22][CH:21]=1)[CH2:18][N:17]1[C:13]2[NH:12][C:10](=[S:11])[NH:9][C:27](=[O:29])[C:14]=2[CH:15]=[N:16]1, predict the reactants needed to synthesize it. The reactants are: C([NH:9][C:10]([NH:12][C:13]1[N:17]([CH2:18][CH:19]([OH:26])[C:20]2[CH:25]=[CH:24][CH:23]=[CH:22][CH:21]=2)[N:16]=[CH:15][C:14]=1[C:27]([O:29]CC)=O)=[S:11])(=O)C1C=CC=CC=1.C(O)(=O)C. (2) Given the product [C:1]1([C:7]2[CH:12]=[CH:11][CH:10]=[CH:9][C:8]=2[CH2:13][CH2:14][NH2:15])[CH:2]=[CH:3][CH:4]=[CH:5][CH:6]=1, predict the reactants needed to synthesize it. The reactants are: [C:1]1([C:7]2[CH:12]=[CH:11][CH:10]=[CH:9][C:8]=2[CH2:13][C:14]#[N:15])[CH:6]=[CH:5][CH:4]=[CH:3][CH:2]=1.[H-].[H-].[H-].[H-].[Li+].[Al+3]. (3) Given the product [CH2:11]1[O:12][C@@H:2]2[O:10][C@H:9]1[C@@H:7]([OH:8])[C@H:5]([OH:6])[C@H:3]2[OH:4], predict the reactants needed to synthesize it. The reactants are: O=[CH:2][C@@H:3]([C@H:5]([C@@H:7]([C@@H:9]([CH2:11][OH:12])[OH:10])[OH:8])[OH:6])[OH:4].